This data is from Forward reaction prediction with 1.9M reactions from USPTO patents (1976-2016). The task is: Predict the product of the given reaction. (1) The product is: [F:1][C:2]1[CH:3]=[N:4][CH:5]=[CH:6][C:7]=1[CH:8]([CH:34]1[CH2:39][CH2:38][O:37][CH2:36][CH2:35]1)[OH:9]. Given the reactants [F:1][C:2]1[CH:3]=[N:4][CH:5]=[CH:6][C:7]=1[CH:8]=[O:9].CC1N=NN(C)C=1C1C=NC2C3C=CC(C(O)(C)C)=CC=3N(C(C3C=C(C)ON=3)[CH:34]3[CH2:39][CH2:38][O:37][CH2:36][CH2:35]3)C=2C=1.C(O)(C(F)(F)F)=O, predict the reaction product. (2) Given the reactants CC1C=CC(S([O:11][CH2:12][C@H:13]2[CH2:17][C@H:16]([CH3:18])[N:15]([CH2:19][C:20]3[CH:25]=[CH:24][CH:23]=[CH:22][CH:21]=3)[CH2:14]2)(=O)=O)=CC=1, predict the reaction product. The product is: [CH2:19]([N:15]1[C@@H:16]([CH3:18])[CH2:17][C@H:13]([CH2:12][OH:11])[CH2:14]1)[C:20]1[CH:25]=[CH:24][CH:23]=[CH:22][CH:21]=1. (3) Given the reactants Cl[CH2:2][C:3]([N:5]1[CH2:10][CH2:9][N:8]([C:11]2[N:18]=[CH:17][CH:16]=[CH:15][C:12]=2[C:13]#[N:14])[CH2:7][CH2:6]1)=[O:4].[CH2:19]([C:23]1[CH:28]=[CH:27][C:26]([NH:29][S:30]([CH3:33])(=[O:32])=[O:31])=[CH:25][CH:24]=1)[CH2:20][CH2:21][CH3:22].C(=O)([O-])[O-].[K+].[K+].[I-].[K+], predict the reaction product. The product is: [CH2:19]([C:23]1[CH:28]=[CH:27][C:26]([N:29]([CH2:2][C:3]([N:5]2[CH2:10][CH2:9][N:8]([C:11]3[C:12]([C:13]#[N:14])=[CH:15][CH:16]=[CH:17][N:18]=3)[CH2:7][CH2:6]2)=[O:4])[S:30]([CH3:33])(=[O:32])=[O:31])=[CH:25][CH:24]=1)[CH2:20][CH2:21][CH3:22].